This data is from Full USPTO retrosynthesis dataset with 1.9M reactions from patents (1976-2016). The task is: Predict the reactants needed to synthesize the given product. Given the product [CH2:11]([N:18]1[CH2:23][CH2:22][C:21]([C:3]2[CH:8]=[CH:7][CH:6]=[C:5]([O:9][CH3:10])[CH:4]=2)([OH:24])[CH2:20][CH2:19]1)[C:12]1[CH:13]=[CH:14][CH:15]=[CH:16][CH:17]=1, predict the reactants needed to synthesize it. The reactants are: [Mg].Br[C:3]1[CH:4]=[C:5]([O:9][CH3:10])[CH:6]=[CH:7][CH:8]=1.[CH2:11]([N:18]1[CH2:23][CH2:22][C:21](=[O:24])[CH2:20][CH2:19]1)[C:12]1[CH:17]=[CH:16][CH:15]=[CH:14][CH:13]=1.